This data is from Catalyst prediction with 721,799 reactions and 888 catalyst types from USPTO. The task is: Predict which catalyst facilitates the given reaction. Reactant: [C:1]([CH2:3][N:4]1[CH:8]=[C:7]([C:9]([O:11][CH2:12][CH3:13])=[O:10])[CH:6]=[N:5]1)#[N:2].C(=O)([O-])[O-].[K+].[K+].Cl.[NH2:21][OH:22]. Product: [NH2:2]/[C:1](=[N:21]\[OH:22])/[CH2:3][N:4]1[CH:8]=[C:7]([C:9]([O:11][CH2:12][CH3:13])=[O:10])[CH:6]=[N:5]1. The catalyst class is: 8.